This data is from Reaction yield outcomes from USPTO patents with 853,638 reactions. The task is: Predict the reaction yield, written as a fraction of the theoretical maximum amount of product (1.0 means a 100% yield; for example, 0.34 means a 34% yield). (1) The yield is 0.730. The reactants are [CH3:1][C:2]([CH3:8])([CH2:5][CH2:6][OH:7])[CH2:3][OH:4].N1C=CN=C1.[Si:14](Cl)([C:17]([CH3:20])([CH3:19])[CH3:18])([CH3:16])[CH3:15]. The catalyst is C1COCC1. The product is [Si:14]([O:7][CH2:6][CH2:5][C:2]([CH3:8])([CH3:1])[CH2:3][OH:4])([C:17]([CH3:20])([CH3:19])[CH3:18])([CH3:16])[CH3:15]. (2) The catalyst is CCOCC. The reactants are [H-].[Al+3].[Li+].[H-].[H-].[H-].[CH3:7][C:8]1[CH:17]=[CH:16][C:11]([C:12](OC)=[O:13])=[CH:10][N:9]=1. The yield is 0.850. The product is [CH3:7][C:8]1[N:9]=[CH:10][C:11]([CH2:12][OH:13])=[CH:16][CH:17]=1.